From a dataset of Reaction yield outcomes from USPTO patents with 853,638 reactions. Predict the reaction yield, written as a fraction of the theoretical maximum amount of product (1.0 means a 100% yield; for example, 0.34 means a 34% yield). (1) The reactants are [Br:1][C:2]1[C:11]2[C:6](=[CH:7][CH:8]=[C:9]([NH:12][NH2:13])[CH:10]=2)[C:5]([NH2:14])=[N:4][CH:3]=1.[C:15]([CH:18]1[C:23](=[O:24])[CH2:22][C:21]([CH3:26])([CH3:25])[CH2:20][C:19]1=O)(=O)[CH3:16]. The catalyst is CCO.C(O)(=O)C. The product is [NH2:14][C:5]1[C:6]2[C:11](=[CH:10][C:9]([N:12]3[C:19]4[CH2:20][C:21]([CH3:25])([CH3:26])[CH2:22][C:23](=[O:24])[C:18]=4[C:15]([CH3:16])=[N:13]3)=[CH:8][CH:7]=2)[C:2]([Br:1])=[CH:3][N:4]=1. The yield is 0.800. (2) The reactants are FC1C=C(C=C(F)C=1)C[C@H]1[C@@H]([C@H]2C[C@@H](OCC=C)CN2C(OC(C)(C)C)=O)OC(=O)N1.[F:32][C:33]1[CH:34]=[C:35]([CH:62]=[C:63]([F:65])[CH:64]=1)[CH2:36][C@H:37]1[C@@H:41]([C@H:42]2[CH2:47][O:46][CH2:45][CH2:44][N:43]2[CH:48]([C:55]2[CH:60]=[CH:59][CH:58]=[CH:57][CH:56]=2)[C:49]2[CH:54]=[CH:53][CH:52]=[CH:51][CH:50]=2)[O:40][C:39](=[O:61])[NH:38]1.FC1C=C(C=C(F)C=1)C[C@@H]([C@@H]([C@H]1C[C@@H](OCC=C)CN1C(OC(C)(C)C)=O)O)C(O)=O.C(=O)([O-])[O-].[K+].[K+].BrC(C1C=CC=CC=1)C1C=CC=CC=1. The catalyst is C(#N)C. The product is [F:32][C:33]1[CH:34]=[C:35]([CH:62]=[C:63]([F:65])[CH:64]=1)[CH2:36][C@H:37]1[C@@H:41]([C@H:42]2[CH2:47][C@H:45]([OH:46])[CH2:44][N:43]2[CH:48]([C:49]2[CH:54]=[CH:53][CH:52]=[CH:51][CH:50]=2)[C:55]2[CH:60]=[CH:59][CH:58]=[CH:57][CH:56]=2)[O:40][C:39](=[O:61])[NH:38]1. The yield is 0.290. (3) The reactants are Cl[C:2]1[N:3]=[N+:4]([O-:16])[C:5]2[CH:14]=[C:13]3[C:9]([CH2:10][CH:11]([CH3:15])[CH2:12]3)=[CH:8][C:6]=2[N:7]=1.[CH3:17][N:18]([CH3:22])[CH2:19][CH2:20][NH2:21].CCN(CC)CC. The catalyst is COCCOC. The product is [CH3:17][N:18]([CH3:22])[CH2:19][CH2:20][NH:21][C:2]1[N:3]=[N+:4]([O-:16])[C:5]2[CH:14]=[C:13]3[C:9]([CH2:10][CH:11]([CH3:15])[CH2:12]3)=[CH:8][C:6]=2[N:7]=1. The yield is 0.860. (4) The reactants are [CH2:1]([O:8][C:9]1[C:14]([CH3:15])=[CH:13][C:12]([C:16]2[CH:21]=[CH:20][C:19]([C:22]([OH:24])=[O:23])=[C:18]([CH:25]([CH3:27])[CH3:26])[CH:17]=2)=[CH:11][C:10]=1[CH3:28])[C:2]1[CH:7]=[CH:6][CH:5]=[CH:4][CH:3]=1.[C:29](=O)([O-])[O-].[K+].[K+].O. The catalyst is CN1CCCC1=O.S(OC)(OC)(=O)=O. The product is [CH2:1]([O:8][C:9]1[C:14]([CH3:15])=[CH:13][C:12]([C:16]2[CH:21]=[CH:20][C:19]([C:22]([O:24][CH3:29])=[O:23])=[C:18]([CH:25]([CH3:26])[CH3:27])[CH:17]=2)=[CH:11][C:10]=1[CH3:28])[C:2]1[CH:3]=[CH:4][CH:5]=[CH:6][CH:7]=1. The yield is 0.840. (5) The reactants are Cl.C(O[C:5]([C:7]1[CH:8]=[C:9]2[C:13](=[CH:14][CH:15]=1)[NH:12][N:11]=[C:10]2[C:16]1[CH:21]=[CH:20][C:19]([F:22])=[CH:18][CH:17]=1)=[NH:6])C.C[O-].[Na+].[NH2:26][NH:27][C:28](=O)[CH2:29][N:30]([CH2:33][CH3:34])[CH2:31][CH3:32]. The catalyst is C(O)C.CO. The product is [CH2:31]([N:30]([CH2:33][CH3:34])[CH2:29][C:28]1[NH:27][N:26]=[C:5]([C:7]2[CH:8]=[C:9]3[C:13](=[CH:14][CH:15]=2)[NH:12][N:11]=[C:10]3[C:16]2[CH:21]=[CH:20][C:19]([F:22])=[CH:18][CH:17]=2)[N:6]=1)[CH3:32]. The yield is 0.110. (6) The reactants are [Br:1][C:2]1[CH:7]=[CH:6][CH:5]=[C:4]([CH:8]([CH:10]2[CH2:12][CH2:11]2)[CH3:9])[C:3]=1[OH:13].C(=O)([O-])[O-].[K+].[K+].[CH2:20](Br)[C:21]1[CH:26]=[CH:25][CH:24]=[CH:23][CH:22]=1. The catalyst is CC(C)=O. The product is [CH2:20]([O:13][C:3]1[C:4]([CH:8]([CH:10]2[CH2:11][CH2:12]2)[CH3:9])=[CH:5][CH:6]=[CH:7][C:2]=1[Br:1])[C:21]1[CH:26]=[CH:25][CH:24]=[CH:23][CH:22]=1. The yield is 0.922. (7) The reactants are [CH:1]1[C:10]2[C:5](=[CH:6][CH:7]=[CH:8][CH:9]=2)[CH:4]=[CH:3][C:2]=1[C:11](=O)[CH2:12][C:13]1[CH:18]=[CH:17][CH:16]=[CH:15][CH:14]=1.C(O[C:23]1[CH:30]=[C:29]([OH:31])[C:28]([N+:32]([O-:34])=[O:33])=[CH:27][C:24]=1[CH:25]=O)C.[NH2:35][C:36]([NH2:38])=[O:37].Cl.[CH3:40][CH2:41][OH:42]. The product is [CH2:41]([O:42][C:30]1[CH:23]=[C:24]([CH:25]2[C:12]([C:13]3[CH:18]=[CH:17][CH:16]=[CH:15][CH:14]=3)=[C:11]([C:2]3[CH:3]=[CH:4][C:5]4[C:10](=[CH:9][CH:8]=[CH:7][CH:6]=4)[CH:1]=3)[NH:38][C:36](=[O:37])[NH:35]2)[CH:27]=[C:28]([N+:32]([O-:34])=[O:33])[C:29]=1[OH:31])[CH3:40]. No catalyst specified. The yield is 0.126.